From a dataset of Forward reaction prediction with 1.9M reactions from USPTO patents (1976-2016). Predict the product of the given reaction. (1) Given the reactants C([O:8][C:9]1[C:14]([CH:15]([CH3:17])[CH3:16])=[CH:13][CH:12]=[CH:11][C:10]=1[CH2:18][C:19]([O:21][CH3:22])=[O:20])C1C=CC=CC=1, predict the reaction product. The product is: [OH:8][C:9]1[C:14]([CH:15]([CH3:17])[CH3:16])=[CH:13][CH:12]=[CH:11][C:10]=1[CH2:18][C:19]([O:21][CH3:22])=[O:20]. (2) Given the reactants [C:1]([CH:4]([CH2:28][CH2:29][CH2:30][CH2:31][CH2:32][CH3:33])[C:5]([NH:7][CH:8]([C:10]1[C:11](=[O:27])[NH:12][C:13]([CH2:16][C:17]2[CH:22]=[CH:21][C:20]([O:23][CH3:24])=[C:19]([O:25][CH3:26])[CH:18]=2)=[N:14][N:15]=1)[CH3:9])=O)(=[O:3])[CH3:2].P(Cl)(Cl)(Cl)=O, predict the reaction product. The product is: [C:1]([CH:4]([C:5]1[N:15]2[C:10]([C:11](=[O:27])[NH:12][C:13]([CH2:16][C:17]3[CH:22]=[CH:21][C:20]([O:23][CH3:24])=[C:19]([O:25][CH3:26])[CH:18]=3)=[N:14]2)=[C:8]([CH3:9])[N:7]=1)[CH2:28][CH2:29][CH2:30][CH2:31][CH2:32][CH3:33])(=[O:3])[CH3:2]. (3) Given the reactants [OH:1][C@@H:2]([C@H:4]1[C:24](=[O:25])[N:6]2[C:7]([C:21]([O-:23])=[O:22])=[C:8]([S:11]/[CH:12]=[CH:13]\[C:14]3[S:18][CH:17]=[N:16][C:15]=3[CH2:19][OH:20])[C@H:9]([CH3:10])[C@H:5]12)[CH3:3].[Na+].[CH2:27]([O:31][C:32]([O:34][CH2:35]I)=[O:33])[CH:28]([CH3:30])[CH3:29], predict the reaction product. The product is: [OH:1][C@@H:2]([C@H:4]1[C:24](=[O:25])[N:6]2[C:7]([C:21]([O:23][CH2:35][O:34][C:32]([O:31][CH2:27][CH:28]([CH3:30])[CH3:29])=[O:33])=[O:22])=[C:8]([S:11]/[CH:12]=[CH:13]\[C:14]3[S:18][CH:17]=[N:16][C:15]=3[CH2:19][OH:20])[C@H:9]([CH3:10])[C@H:5]12)[CH3:3]. (4) Given the reactants Br[C:2]1[CH:3]=[C:4]([NH:8][CH2:9][C:10]2[CH:11]=[N:12][CH:13]=[CH:14][CH:15]=2)[CH:5]=[CH:6][CH:7]=1.[C:16]1([O:23][CH3:24])[C:17](=[CH:19][CH:20]=[CH:21][CH:22]=1)[OH:18], predict the reaction product. The product is: [CH3:24][O:23][C:16]1[CH:22]=[CH:21][CH:20]=[CH:19][C:17]=1[O:18][C:2]1[CH:3]=[C:4]([NH:8][CH2:9][C:10]2[CH:11]=[N:12][CH:13]=[CH:14][CH:15]=2)[CH:5]=[CH:6][CH:7]=1. (5) The product is: [NH2:24][C:25]1[C:26]([C:40]([NH:42][CH3:43])=[O:41])=[N:27][C:28]([C:45]2[CH:46]=[N:47][N:48]([CH2:51][CH2:52][CH2:53][OH:54])[C:49]=2[Cl:50])=[CH:29][CH:30]=1. Given the reactants NC1C=CC(C2C=NN(CCCO)C=2)=CC=1C(N(CC)CC)=O.[NH2:24][C:25]1[C:26]([C:40]([NH:42][CH3:43])=[O:41])=[N:27][C:28](B2OC(C)(C)C(C)(C)O2)=[CH:29][CH:30]=1.Br[C:45]1[CH:46]=[N:47][N:48]([CH2:51][CH2:52][CH2:53][OH:54])[C:49]=1[Cl:50], predict the reaction product.